Predict which catalyst facilitates the given reaction. From a dataset of Catalyst prediction with 721,799 reactions and 888 catalyst types from USPTO. (1) Reactant: [Cl:1][C:2]1[C:11]2[C:6](=[CH:7][CH:8]=[C:9](I)[CH:10]=2)[N:5]=[C:4]([O:13][CH3:14])[C:3]=1[CH2:15][CH:16]1[CH2:21][CH2:20][O:19][CH2:18][CH2:17]1.[Li]CCCC.CON(C)[C:30]([CH:32]1[CH2:37][CH2:36][N:35]([C:38]([O:40][C:41]([CH3:44])([CH3:43])[CH3:42])=[O:39])[CH2:34][CH2:33]1)=[O:31]. Product: [Cl:1][C:2]1[C:11]2[C:6](=[CH:7][CH:8]=[C:9]([C:30]([CH:32]3[CH2:37][CH2:36][N:35]([C:38]([O:40][C:41]([CH3:44])([CH3:43])[CH3:42])=[O:39])[CH2:34][CH2:33]3)=[O:31])[CH:10]=2)[N:5]=[C:4]([O:13][CH3:14])[C:3]=1[CH2:15][CH:16]1[CH2:21][CH2:20][O:19][CH2:18][CH2:17]1. The catalyst class is: 1. (2) Reactant: [CH2:1]([N:3]([CH2:24][CH3:25])[C:4]1[CH:9]=[CH:8][C:7]([NH:10][C:11]([CH:13]2[CH2:22][CH2:21][C:20]3[C:15](=[C:16]([OH:23])[CH:17]=[CH:18][CH:19]=3)[CH2:14]2)=[O:12])=[CH:6][CH:5]=1)[CH3:2].C([O-])([O-])=O.[K+].[K+].[CH2:32](Br)[CH:33]=[CH2:34]. Product: [CH2:34]([O:23][C:16]1[CH:17]=[CH:18][CH:19]=[C:20]2[C:15]=1[CH2:14][CH:13]([C:11]([NH:10][C:7]1[CH:6]=[CH:5][C:4]([N:3]([CH2:1][CH3:2])[CH2:24][CH3:25])=[CH:9][CH:8]=1)=[O:12])[CH2:22][CH2:21]2)[CH:33]=[CH2:32]. The catalyst class is: 3. (3) Reactant: [CH3:1][O:2][CH2:3][O:4][C:5]1[CH:6]=[CH:7][C:8]([CH2:11][C:12]([CH3:15])(O)[CH3:13])=[N:9][CH:10]=1.CCN(S(F)(F)[F:22])CC.C([O-])(O)=O.[Na+]. Product: [F:22][C:12]([CH3:15])([CH3:13])[CH2:11][C:8]1[CH:7]=[CH:6][C:5]([O:4][CH2:3][O:2][CH3:1])=[CH:10][N:9]=1. The catalyst class is: 2. (4) Reactant: [CH3:1][C:2]1[C:3]([OH:11])=[C:4]([CH3:10])[C:5]([CH3:9])=[C:6]([CH:8]=1)[OH:7].[C:12](Cl)(=[O:14])[CH3:13].[C:16](OCC)(=[O:18])[CH3:17]. Product: [C:12]([O:7][C:6]1[CH:8]=[C:2]([CH3:1])[C:3]([O:11][C:16](=[O:18])[CH3:17])=[C:4]([CH3:10])[C:5]=1[CH3:9])(=[O:14])[CH3:13]. The catalyst class is: 345. (5) Reactant: [Cl:1][C:2]1[CH:10]=[C:9]([Cl:11])[CH:8]=[C:7]2[C:3]=1[CH:4]=[C:5]([C:12]([O:14]CC)=[O:13])[NH:6]2.C1COCC1.O[Li].O.Cl. Product: [Cl:1][C:2]1[CH:10]=[C:9]([Cl:11])[CH:8]=[C:7]2[C:3]=1[CH:4]=[C:5]([C:12]([OH:14])=[O:13])[NH:6]2. The catalyst class is: 6.